From a dataset of Reaction yield outcomes from USPTO patents with 853,638 reactions. Predict the reaction yield, written as a fraction of the theoretical maximum amount of product (1.0 means a 100% yield; for example, 0.34 means a 34% yield). The reactants are C(OC([N:8]1[CH2:22][CH2:21][N:11]2[C:12](=[O:20])[C:13]3[C:18]([CH:10]2[CH2:9]1)=[CH:17][CH:16]=[CH:15][C:14]=3[Cl:19])=O)(C)(C)C.Cl. No catalyst specified. The product is [ClH:19].[Cl:19][C:14]1[CH:15]=[CH:16][CH:17]=[C:18]2[C:13]=1[C:12](=[O:20])[N:11]1[CH2:21][CH2:22][NH:8][CH2:9][CH:10]12. The yield is 1.00.